Task: Predict which catalyst facilitates the given reaction.. Dataset: Catalyst prediction with 721,799 reactions and 888 catalyst types from USPTO Reactant: C[O:2][C:3]1[CH:26]=[CH:25][C:6]([C:7]([C:9]2[CH:14]=[CH:13][CH:12]=[C:11]([C:15](=[O:24])[C:16]3[CH:21]=[CH:20][C:19]([O:22]C)=[CH:18][CH:17]=3)[CH:10]=2)=[O:8])=[CH:5][CH:4]=1.CSC.B(F)(F)F. Product: [OH:2][C:3]1[CH:4]=[CH:5][C:6]([C:7]([C:9]2[CH:14]=[CH:13][CH:12]=[C:11]([C:15](=[O:24])[C:16]3[CH:21]=[CH:20][C:19]([OH:22])=[CH:18][CH:17]=3)[CH:10]=2)=[O:8])=[CH:25][CH:26]=1. The catalyst class is: 4.